The task is: Predict which catalyst facilitates the given reaction.. This data is from Catalyst prediction with 721,799 reactions and 888 catalyst types from USPTO. (1) Reactant: CN(C)C=O.CS([O:10][CH2:11][CH2:12][C:13]([CH3:17])=[C:14]([F:16])[F:15])(=O)=O.[CH:18]1([C:24]2[S:25][C:26]([C:30](O)=[O:31])=[C:27]([CH3:29])[N:28]=2)[CH2:23][CH2:22][CH2:21][CH2:20][CH2:19]1.C(=O)([O-])O.[Na+]. Product: [CH:18]1([C:24]2[S:25][C:26]([C:30]([O:10][CH2:11][CH2:12][C:13]([CH3:17])=[C:14]([F:15])[F:16])=[O:31])=[C:27]([CH3:29])[N:28]=2)[CH2:19][CH2:20][CH2:21][CH2:22][CH2:23]1. The catalyst class is: 6. (2) Reactant: Br[CH2:2][C:3]1[CH:4]=[C:5]2[C:28](=[CH:29][CH:30]=1)[C:9]1=[N:10][O:11][C:12]([C:13]3[C:17]([C:18]([F:21])([F:20])[F:19])=[C:16]([C:22]4[CH:27]=[CH:26][CH:25]=[CH:24][CH:23]=4)[O:15][N:14]=3)=[C:8]1[CH2:7][CH2:6]2.[CH2:31]1[C:34]2([C:38](=[O:39])[NH:37][C:36](=[O:40])[NH:35]2)[CH2:33][NH:32]1.C(OC1C=CC(C2ON=C3C4C(CCC=23)=CC(C=C)=CC=4)=C(C(F)(F)F)C=1)(C)C.C(N(CC)C(C)C)(C)C.C(=O)(O)[O-].[Na+]. Product: [C:22]1([C:16]2[O:15][N:14]=[C:13]([C:12]3[O:11][N:10]=[C:9]4[C:28]5[C:5]([CH2:6][CH2:7][C:8]=34)=[CH:4][C:3]([CH2:2][N:32]3[CH2:31][C:34]4([C:38](=[O:39])[NH:37][C:36](=[O:40])[NH:35]4)[CH2:33]3)=[CH:30][CH:29]=5)[C:17]=2[C:18]([F:21])([F:19])[F:20])[CH:27]=[CH:26][CH:25]=[CH:24][CH:23]=1. The catalyst class is: 9. (3) Reactant: [NH4+:1].[Cl-].C[Al](C)C.[C:7]1([C:17]2([CH2:22][C:23]#[N:24])[CH2:21][CH2:20][CH2:19][CH2:18]2)[C:16]2[C:11](=[CH:12][CH:13]=[CH:14][CH:15]=2)[CH:10]=[CH:9][CH:8]=1.CO. Product: [C:7]1([C:17]2([CH2:22][C:23]([NH2:1])=[NH:24])[CH2:21][CH2:20][CH2:19][CH2:18]2)[C:16]2[C:11](=[CH:12][CH:13]=[CH:14][CH:15]=2)[CH:10]=[CH:9][CH:8]=1. The catalyst class is: 451. (4) Reactant: [O:1]=[C:2]1[CH2:6][S:5][C:4](=[S:7])[N:3]1[CH2:8][C:9]([NH:11][CH2:12][CH2:13][C:14]1[CH:19]=[CH:18][CH:17]=[CH:16][CH:15]=1)=[O:10].[CH:20]([C:22]1[O:26][C:25]([C:27]2[CH:28]=[CH:29][C:30]([OH:36])=[C:31]([CH:35]=2)[C:32]([OH:34])=[O:33])=[CH:24][CH:23]=1)=O.O. Product: [OH:36][C:30]1[CH:29]=[CH:28][C:27]([C:25]2[O:26][C:22]([CH:20]=[C:6]3[S:5][C:4](=[S:7])[N:3]([CH2:8][C:9](=[O:10])[NH:11][CH2:12][CH2:13][C:14]4[CH:19]=[CH:18][CH:17]=[CH:16][CH:15]=4)[C:2]3=[O:1])=[CH:23][CH:24]=2)=[CH:35][C:31]=1[C:32]([OH:34])=[O:33]. The catalyst class is: 3. (5) Reactant: [CH:1]1([N:6]2[CH2:12][C:11]([F:14])([F:13])[C:10](=[O:15])[N:9]([CH3:16])[C:8]3[CH:17]=[N:18][C:19]([NH:21][C:22]4[CH:30]=[CH:29][C:25]([C:26](O)=[O:27])=[CH:24][C:23]=4[C:31]([F:34])([F:33])[F:32])=[N:20][C:7]2=3)[CH2:5][CH2:4][CH2:3][CH2:2]1.ON1C2C=CC=CC=2N=N1.F[P-](F)(F)(F)(F)F.CN(C(N(C)C)=[N+]1C2C=CC=CC=2[N+]([O-])=N1)C.C(N(C(C)C)CC)(C)C.[NH2:78][CH:79]1[CH2:84][CH2:83][O:82][CH2:81][CH2:80]1. Product: [CH:1]1([N:6]2[CH2:12][C:11]([F:13])([F:14])[C:10](=[O:15])[N:9]([CH3:16])[C:8]3[CH:17]=[N:18][C:19]([NH:21][C:22]4[CH:30]=[CH:29][C:25]([C:26]([NH:78][CH:79]5[CH2:84][CH2:83][O:82][CH2:81][CH2:80]5)=[O:27])=[CH:24][C:23]=4[C:31]([F:34])([F:32])[F:33])=[N:20][C:7]2=3)[CH2:2][CH2:3][CH2:4][CH2:5]1. The catalyst class is: 9. (6) Reactant: [CH3:1][C:2]1[N:7]=[CH:6][C:5]([C:8]([NH:10][C:11]2[C:12]([C:22]([OH:24])=O)=[N:13][N:14]([CH:16]3[CH2:21][CH2:20][CH2:19][CH2:18][O:17]3)[CH:15]=2)=[O:9])=[CH:4][CH:3]=1.[NH2:25][CH2:26][CH2:27][C:28]#[N:29].CCN=C=NCCCN(C)C.C1C=CC2N(O)N=NC=2C=1.C(=O)([O-])O.[Na+]. The catalyst class is: 3. Product: [C:26]([CH2:27][CH2:28][NH:29][C:22]([C:12]1[C:11]([NH:10][C:8]([C:5]2[CH:6]=[N:7][C:2]([CH3:1])=[CH:3][CH:4]=2)=[O:9])=[CH:15][N:14]([CH:16]2[CH2:21][CH2:20][CH2:19][CH2:18][O:17]2)[N:13]=1)=[O:24])#[N:25]. (7) Reactant: [CH2:1]([N:8]1[C:16]2[C:11](=[CH:12][CH:13]=[C:14]([C:17](O)=[O:18])[CH:15]=2)[C:10]([C:20](=[O:31])[NH:21][CH2:22][C:23]2[CH:28]=[CH:27][C:26]([F:29])=[C:25]([F:30])[CH:24]=2)=[C:9]1[CH:32]([CH3:34])[CH3:33])[C:2]1[CH:7]=[CH:6][CH:5]=[CH:4][CH:3]=1.F[P-](F)(F)(F)(F)F.N1(O[P+](N(C)C)(N(C)C)N(C)C)C2C=CC=CC=2N=N1.CCN(C(C)C)C(C)C.[NH2:71][C:72]([CH3:76])([CH3:75])[CH2:73][OH:74]. The catalyst class is: 31. Product: [CH2:1]([N:8]1[C:16]2[C:11](=[CH:12][CH:13]=[C:14]([C:17]([NH:71][C:72]([CH3:76])([CH3:75])[CH2:73][OH:74])=[O:18])[CH:15]=2)[C:10]([C:20]([NH:21][CH2:22][C:23]2[CH:28]=[CH:27][C:26]([F:29])=[C:25]([F:30])[CH:24]=2)=[O:31])=[C:9]1[CH:32]([CH3:34])[CH3:33])[C:2]1[CH:3]=[CH:4][CH:5]=[CH:6][CH:7]=1. (8) Reactant: [NH2:1][C:2]1[CH:9]=[CH:8][CH:7]=[CH:6][C:3]=1[CH:4]=[O:5].CCN(CC)CC.[C:17](Cl)(=[O:20])[CH2:18][CH3:19]. Product: [CH:4]([C:3]1[CH:6]=[CH:7][CH:8]=[CH:9][C:2]=1[NH:1][C:17](=[O:20])[CH2:18][CH3:19])=[O:5]. The catalyst class is: 2.